This data is from Forward reaction prediction with 1.9M reactions from USPTO patents (1976-2016). The task is: Predict the product of the given reaction. (1) Given the reactants Br[C:2]1[CH:10]=[CH:9][C:5]([C:6]([OH:8])=[O:7])=[C:4]([N+]([O-])=O)[CH:3]=1.BrC1C=CC(C)=C([N+]([O-])=O)C=1.[O-][Mn](=O)(=O)=O.[K+], predict the reaction product. The product is: [C:6]([OH:8])(=[O:7])[C:5]1[CH:9]=[CH:10][CH:2]=[CH:3][CH:4]=1. (2) Given the reactants [Cl:1][C:2]1[N:11]=[CH:10][C:9]2[NH:8][C:7](=[O:12])[C@@H:6]([CH3:13])[N:5]([CH:14]3[CH2:19][CH2:18][CH2:17][CH2:16][CH2:15]3)[C:4]=2[N:3]=1.C(N(CC)CC)C.[C:27]1(B(O)O)[CH:32]=[CH:31][CH:30]=[CH:29][CH:28]=1, predict the reaction product. The product is: [Cl:1][C:2]1[N:11]=[CH:10][C:9]2[N:8]([C:27]3[CH:32]=[CH:31][CH:30]=[CH:29][CH:28]=3)[C:7](=[O:12])[C@@H:6]([CH3:13])[N:5]([CH:14]3[CH2:15][CH2:16][CH2:17][CH2:18][CH2:19]3)[C:4]=2[N:3]=1.